This data is from Forward reaction prediction with 1.9M reactions from USPTO patents (1976-2016). The task is: Predict the product of the given reaction. (1) Given the reactants [S:1]1[CH:5]=[CH:4][C:3]([N:6]([S:14]([C:17]2[CH:21]=[CH:20][S:19][CH:18]=2)(=[O:16])=[O:15])[C:7](=[O:13])[O:8][C:9]([CH3:12])([CH3:11])[CH3:10])=[CH:2]1.[Li]CCCC.[Cl-].[NH4+], predict the reaction product. The product is: [S:19]1[C:18]2[C:2]3[S:1][CH:5]=[CH:4][C:3]=3[N:6]([C:7]([O:8][C:9]([CH3:11])([CH3:12])[CH3:10])=[O:13])[S:14](=[O:15])(=[O:16])[C:17]=2[CH:21]=[CH:20]1. (2) The product is: [Cl:8][CH2:7][C:6]([NH:21][C:15]1[C:14]2[C:18](=[C:19]([F:20])[C:11]([F:10])=[CH:12][CH:13]=2)[NH:17][N:16]=1)=[O:9]. Given the reactants [Cl:8][CH2:7][C:6](O[C:6](=[O:9])[CH2:7][Cl:8])=[O:9].[F:10][C:11]1[C:19]([F:20])=[C:18]2[C:14]([C:15]([NH2:21])=[N:16][NH:17]2)=[CH:13][CH:12]=1, predict the reaction product.